Dataset: Catalyst prediction with 721,799 reactions and 888 catalyst types from USPTO. Task: Predict which catalyst facilitates the given reaction. Reactant: [OH:1][CH:2]([C:33]([CH3:36])([CH3:35])[CH3:34])[CH2:3][N:4]1[C:9](=[O:10])[C:8]([CH2:11][C:12]2[CH:17]=[CH:16][C:15]([C:18]3[C:19]([C:24]#[N:25])=[CH:20][CH:21]=[CH:22][CH:23]=3)=[CH:14][CH:13]=2)=[C:7]([CH2:26][CH2:27][CH3:28])[N:6]2[N:29]=[C:30]([CH3:32])[N:31]=[C:5]12.[H-].[Na+].[CH3:39]N(C)C=O.CI. Product: [CH3:39][O:1][CH:2]([C:33]([CH3:35])([CH3:34])[CH3:36])[CH2:3][N:4]1[C:9](=[O:10])[C:8]([CH2:11][C:12]2[CH:13]=[CH:14][C:15]([C:18]3[C:19]([C:24]#[N:25])=[CH:20][CH:21]=[CH:22][CH:23]=3)=[CH:16][CH:17]=2)=[C:7]([CH2:26][CH2:27][CH3:28])[N:6]2[N:29]=[C:30]([CH3:32])[N:31]=[C:5]12. The catalyst class is: 13.